From a dataset of Full USPTO retrosynthesis dataset with 1.9M reactions from patents (1976-2016). Predict the reactants needed to synthesize the given product. Given the product [Cl:1][C:2]1[CH:10]=[CH:9][C:5]([C:6]([Cl:15])=[O:7])=[CH:4][C:3]=1[OH:11], predict the reactants needed to synthesize it. The reactants are: [Cl:1][C:2]1[CH:10]=[CH:9][C:5]([C:6](O)=[O:7])=[CH:4][C:3]=1[OH:11].C(Cl)(=O)C([Cl:15])=O.